Dataset: Catalyst prediction with 721,799 reactions and 888 catalyst types from USPTO. Task: Predict which catalyst facilitates the given reaction. (1) Reactant: C(OC(=O)[CH:5]([S:11]([C:20]1[CH:25]=[CH:24][C:23]([Cl:26])=[CH:22][CH:21]=1)([C:13]1[CH:18]=[CH:17][C:16]([Cl:19])=[CH:15][CH:14]=1)[CH3:12])[C:6](=[O:10])[CH:7]([F:9])[F:8])C.Cl. Product: [Cl:19][C:16]1[CH:15]=[CH:14][C:13]([S:11]([C:20]2[CH:21]=[CH:22][C:23]([Cl:26])=[CH:24][CH:25]=2)([CH3:12])[CH2:5][C:6](=[O:10])[CH:7]([F:8])[F:9])=[CH:18][CH:17]=1. The catalyst class is: 3. (2) Reactant: [NH:1]1[C:5]2[CH:6]=[CH:7][CH:8]=[CH:9][C:4]=2[N:3]=[C:2]1[C:10]1[CH:15]=[C:14]([Cl:16])[CH:13]=[CH:12][C:11]=1[OH:17].Br[CH2:19]Br.C([O-])([O-])=O.[K+].[K+].O. Product: [Cl:16][C:14]1[CH:13]=[CH:12][C:11]2[O:17][CH2:19][N:1]3[C:5]4[CH:6]=[CH:7][CH:8]=[CH:9][C:4]=4[N:3]=[C:2]3[C:10]=2[CH:15]=1. The catalyst class is: 3. (3) Reactant: CC1(C)[O:7][CH2:6][CH:5]([C:8]2[CH:37]=[CH:36][C:11]([O:12][C:13]3[N:18]=[CH:17][N:16]=[C:15]([N:19]4[CH2:24][CH2:23][CH:22]([C:25]5[O:29][N:28]=[C:27]([CH:30]([CH3:32])[CH3:31])[N:26]=5)[CH2:21][CH2:20]4)[C:14]=3[N+:33]([O-:35])=[O:34])=[CH:10][CH:9]=2)[CH2:4][O:3]1.Cl. Product: [CH:30]([C:27]1[N:26]=[C:25]([CH:22]2[CH2:21][CH2:20][N:19]([C:15]3[N:16]=[CH:17][N:18]=[C:13]([O:12][C:11]4[CH:36]=[CH:37][C:8]([CH:5]([CH2:6][OH:7])[CH2:4][OH:3])=[CH:9][CH:10]=4)[C:14]=3[N+:33]([O-:35])=[O:34])[CH2:24][CH2:23]2)[O:29][N:28]=1)([CH3:32])[CH3:31]. The catalyst class is: 21.